From a dataset of hERG Central: cardiac toxicity at 1µM, 10µM, and general inhibition. Predict hERG channel inhibition at various concentrations. (1) The drug is COc1ccccc1C(=O)Nc1ccnn1C1CCN(CCCc2ccccc2)CC1. Results: hERG_inhib (hERG inhibition (general)): blocker. (2) The drug is Cl.O=C(OC[C@@H]1CCCN2CCCC[C@H]12)c1cc2ccccc2oc1=O. Results: hERG_inhib (hERG inhibition (general)): blocker.